Dataset: Reaction yield outcomes from USPTO patents with 853,638 reactions. Task: Predict the reaction yield, written as a fraction of the theoretical maximum amount of product (1.0 means a 100% yield; for example, 0.34 means a 34% yield). The catalyst is C(Cl)Cl. The yield is 0.580. The reactants are [O:1]=[C:2]1[CH:7]=[CH:6][N:5]([C:8]2[CH:13]=[CH:12][CH:11]=[C:10]([C:14]([F:17])([F:16])[F:15])[CH:9]=2)[N:4]=[C:3]1[C:18]([NH:20][C:21]1[CH:26]=[CH:25][CH:24]=[CH:23][CH:22]=1)=O.[NH:27]1[C:31]2[CH:32]=[CH:33][CH:34]=[CH:35][C:30]=2[N:29]=[N:28]1.S(Cl)(Cl)=O. The product is [N:27]1([C:18](=[N:20][C:21]2[CH:26]=[CH:25][CH:24]=[CH:23][CH:22]=2)[C:3]2[C:2](=[O:1])[CH:7]=[CH:6][N:5]([C:8]3[CH:13]=[CH:12][CH:11]=[C:10]([C:14]([F:17])([F:15])[F:16])[CH:9]=3)[N:4]=2)[C:31]2[CH:32]=[CH:33][CH:34]=[CH:35][C:30]=2[N:29]=[N:28]1.